Dataset: Experimentally validated miRNA-target interactions with 360,000+ pairs, plus equal number of negative samples. Task: Binary Classification. Given a miRNA mature sequence and a target amino acid sequence, predict their likelihood of interaction. (1) The protein sequence of the target gene is MEDSRETSPSSNNSSEELSSTLQLSKGMSIFLDILRRADKNDDGKLSFEEFKAYFADGVLSGEELHELFHTIDTHNTNNLDTEELCEYFSQHLGEYENVLAALEDLNLSILKAMGKTKKDYQEASNLEQFVTRFLLKETLNQLQSLQNSLECAMETTEEQTRQERQGPSKPEVLSIQWPGKRSSRRVQRHNSFSPNSPQFNVSSPALLEEDNQWMTQINRLQKLIDRLEKKDLKLEPLEEEIIEENTKPHIMLVQRQMSVTEEDLEEFQLALKHYVESASAQSGCLRISIQKLSNESRYM.... The miRNA is mmu-miR-7b-5p with sequence UGGAAGACUUGUGAUUUUGUUGUU. Result: 1 (interaction). (2) The miRNA is hsa-miR-3142 with sequence AAGGCCUUUCUGAACCUUCAGA. The protein sequence of the target gene is MAKVNITRDLIRRQIKERGALSFERRYHVTDPFIRRLGLEAELQGHSGCVNCLEWNEKGDLLASGSDDQHTIVWDPLHHKKLLSMHTGHTANIFSVKFLPHAGDRILITGAADSKVHVHDLTVKETIHMFGDHTNRVKRIATAPMWPNTFWSAAEDGLIRQYDLRENSKHSEVLIDLTEYCGQLVEAKCLTVNPQDNNCLAVGASGPFVRLYDIRMIHNHRKSMKQSPSAGVHTFCDRQKPLPDGAAQYYVAGHLPVKLPDYNNRLRVLVATYVTFSPNGTELLVNMGGEQVYLFDLTYK.... Result: 0 (no interaction). (3) The miRNA is hsa-miR-548aq-5p with sequence GAAAGUAAUUGCUGUUUUUGCC. The protein sequence of the target gene is MATVLSRALKLPGKKSPDLGEYDPLTQADSDESEDDLVLNLQQKNGGVKNGKSALGDLPEPDSDADVAGAAKPHLSEVTPEGFPSEPLGGLEQKATSPLVSYVRTSVFLLTLVISMVLVLLCAFLIPCPPRDLHSAWSRRLGSQGGGDLSPLELADVNRDGLRDVLLTFVTTRNGTEGGVGSQPTADLVCLSGMNGSTLWSSPLPEEAQDVTCLDLIPGSVAKTICLVTGTRKMLSAFNATSGKVLWTLNPNHLSNGTLAAPVVVLPDLDEDGVRDLVVLAIGELQPDLCFLLVSGRTGS.... Result: 0 (no interaction). (4) The miRNA is mmu-miR-3082-3p with sequence CACAUGGCACUCAACUCUGCAG. The protein sequence of the target gene is MNLPRAERPRSTPQRSLRDSDGEDGKIDVLGEEEDEDEVEDEEEEASQKFLEQSLQPGLQVARWGGVALPREHIEGGGPSDPSEFGTEFRAPPRSAAASEDARQPAKPPYSYIALITMAILQSPHKRLTLSGICAFISGRFPYYRRKFPAWQNSIRHNLSLNDCFVKIPREPGHPGKGTYWSLDPASQDMFDNGSFLRRRKRFKRHQLTPGAHLPHPFPLPAAHAALHNPRPGPLLGAPALPQPVPGAYPNTAPGRRPYALLHPHPPRYLLLSAPAYAGAPKKAEGADLATPGTLPVLQP.... Result: 0 (no interaction). (5) The miRNA is hsa-miR-659-5p with sequence AGGACCUUCCCUGAACCAAGGA. The protein sequence of the target gene is MGRKMRGAAAAAGLWLLALSSLLTLWGGLLPPRTELPASRPPEDRLPPHPIQSGGPAPEPRFPLPPPLVWDARGGSLKTFRALLTLAAGADNPPRRHQDDRGRHEPSGLSWPEERRAVHGGVFWSRGLEEQVPRGFSEAQAAAWLEVARGARVVALDRGGCGRSSNRLARFADGTRACVRYGINPEQIQGEALSYYLARLLGLQRHVPPLALARVEARGAQWVQVQEELRTAHWTEGSVVSLTRWLPNLTDVVVPEPWRSEDGRLRPLRDAGGELTNLSQAELVDLVQWTDLILFDYLTA.... Result: 0 (no interaction).